From a dataset of Catalyst prediction with 721,799 reactions and 888 catalyst types from USPTO. Predict which catalyst facilitates the given reaction. (1) Reactant: [OH:1][C@:2]1([C:13]2[S:14][C:15]([C:18]3[CH:23]=[C:22]([NH:24][C:25]4[N:30]=[C:29]([C:31]([F:34])([F:33])[F:32])[CH:28]=[CH:27][N:26]=4)[CH:21]=[C:20]([CH3:35])[CH:19]=3)=[CH:16][N:17]=2)[CH2:7][CH2:6][C@H:5]([C:8]([OH:10])=[O:9])[C:4]([CH3:12])([CH3:11])[CH2:3]1.[Br:36]NC(=O)CCC(N)=O. The catalyst class is: 22. Product: [Br:36][C:19]1[C:20]([CH3:35])=[CH:21][C:22]([NH:24][C:25]2[N:30]=[C:29]([C:31]([F:33])([F:34])[F:32])[CH:28]=[CH:27][N:26]=2)=[CH:23][C:18]=1[C:15]1[S:14][C:13]([C@@:2]2([OH:1])[CH2:7][CH2:6][C@H:5]([C:8]([OH:10])=[O:9])[C:4]([CH3:11])([CH3:12])[CH2:3]2)=[N:17][CH:16]=1. (2) Reactant: [F:1][C:2]1[C:7]([N:8]2[CH2:14][CH2:13][CH2:12][N:11]([CH3:15])[CH2:10][CH2:9]2)=[CH:6][C:5]([NH2:16])=[C:4]([N+:17]([O-])=O)[CH:3]=1.[H][H]. Product: [F:1][C:2]1[CH:3]=[C:4]([NH2:17])[C:5]([NH2:16])=[CH:6][C:7]=1[N:8]1[CH2:14][CH2:13][CH2:12][N:11]([CH3:15])[CH2:10][CH2:9]1. The catalyst class is: 19. (3) Reactant: C(N(CC)CC)C.CC(O)=O.[CH:12](=O)[CH:13]([CH3:15])[CH3:14].[NH:17]1[CH2:21][CH2:20][CH2:19][C@H:18]1[CH2:22][C:23]([O:25][CH3:26])=[O:24].C([BH3-])#N.[Na+]. Product: [CH2:12]([N:17]1[CH2:21][CH2:20][CH2:19][C@H:18]1[CH2:22][C:23]([O:25][CH3:26])=[O:24])[CH:13]([CH3:15])[CH3:14]. The catalyst class is: 26. (4) Reactant: [NH2:1][C@@H:2]1[CH2:6][N:5]([C:7](=[O:22])[CH2:8][NH:9][C:10](=[O:21])[C:11]2[CH:16]=[CH:15][CH:14]=[C:13]([C:17]([F:20])([F:19])[F:18])[CH:12]=2)[C@H:4]([CH3:23])[CH2:3]1.[OH:24][C:25]1([C:32]2[CH:37]=[CH:36][CH:35]=[CH:34][N:33]=2)[CH2:30][CH2:29][C:28](=O)[CH2:27][CH2:26]1.C(O[BH-](OC(=O)C)OC(=O)C)(=O)C.[Na+]. Product: [OH:24][C:25]1([C:32]2[CH:37]=[CH:36][CH:35]=[CH:34][N:33]=2)[CH2:30][CH2:29][CH:28]([NH:1][C@@H:2]2[CH2:6][N:5]([C:7](=[O:22])[CH2:8][NH:9][C:10](=[O:21])[C:11]3[CH:16]=[CH:15][CH:14]=[C:13]([C:17]([F:19])([F:20])[F:18])[CH:12]=3)[C@H:4]([CH3:23])[CH2:3]2)[CH2:27][CH2:26]1. The catalyst class is: 41. (5) Reactant: Cl[C:2]1[C:3]2[C:17]([Cl:18])=[CH:16][NH:15][C:4]=2[N:5]=[C:6]([NH:8][C:9]2[CH:10]=[N:11][N:12]([CH3:14])[CH:13]=2)[N:7]=1.[NH:19]1[CH2:24][CH2:23][CH2:22][C@@H:21]([NH:25][C:26](=[O:32])[O:27][C:28]([CH3:31])([CH3:30])[CH3:29])[CH2:20]1.CCN(C(C)C)C(C)C.O. Product: [Cl:18][C:17]1[C:3]2[C:2]([N:19]3[CH2:24][CH2:23][CH2:22][CH:21]([NH:25][C:26](=[O:32])[O:27][C:28]([CH3:30])([CH3:29])[CH3:31])[CH2:20]3)=[N:7][C:6]([NH:8][C:9]3[CH:10]=[N:11][N:12]([CH3:14])[CH:13]=3)=[N:5][C:4]=2[NH:15][CH:16]=1. The catalyst class is: 16. (6) Reactant: [OH:1][C:2]1[CH:35]=[CH:34][C:5]([CH2:6][NH:7][C:8]2[N:13]=[C:12]([O:14][CH2:15][C:16]([F:19])([F:18])[F:17])[N:11]=[C:10]([NH:20][C:21]3[CH:33]=[CH:32][C:24]([C:25]([O:27]C(C)(C)C)=[O:26])=[CH:23][CH:22]=3)[N:9]=2)=[CH:4][CH:3]=1. Product: [OH:1][C:2]1[CH:35]=[CH:34][C:5]([CH2:6][NH:7][C:8]2[N:13]=[C:12]([O:14][CH2:15][C:16]([F:19])([F:18])[F:17])[N:11]=[C:10]([NH:20][C:21]3[CH:33]=[CH:32][C:24]([C:25]([OH:27])=[O:26])=[CH:23][CH:22]=3)[N:9]=2)=[CH:4][CH:3]=1. The catalyst class is: 157. (7) Reactant: CCN(CC)CC.Cl.[CH3:9][O:10][C:11](=[O:16])[C@H:12]([CH2:14][OH:15])[NH2:13].[C:17](Cl)([C:30]1[CH:35]=[CH:34][CH:33]=[CH:32][CH:31]=1)([C:24]1[CH:29]=[CH:28][CH:27]=[CH:26][CH:25]=1)[C:18]1[CH:23]=[CH:22][CH:21]=[CH:20][CH:19]=1. Product: [CH3:9][O:10][C:11](=[O:16])[CH:12]([NH:13][C:17]([C:18]1[CH:23]=[CH:22][CH:21]=[CH:20][CH:19]=1)([C:30]1[CH:31]=[CH:32][CH:33]=[CH:34][CH:35]=1)[C:24]1[CH:25]=[CH:26][CH:27]=[CH:28][CH:29]=1)[CH2:14][OH:15]. The catalyst class is: 2.